This data is from Full USPTO retrosynthesis dataset with 1.9M reactions from patents (1976-2016). The task is: Predict the reactants needed to synthesize the given product. (1) Given the product [C:43]([O:32][C:31]([CH:10]1[CH2:11][CH:12]([NH:14][C:15]2[N:20]=[C:19]([C:21]3[C:29]4[C:24](=[CH:25][CH:26]=[CH:27][CH:28]=4)[NH:23][CH:22]=3)[C:18]([Cl:30])=[CH:17][N:16]=2)[CH2:13][N:8]([C:6]([O:5][C:1]([CH3:4])([CH3:2])[CH3:3])=[O:7])[CH2:9]1)=[O:33])(=[O:44])[CH:36]([CH3:37])[CH3:38], predict the reactants needed to synthesize it. The reactants are: [C:1]([O:5][C:6]([N:8]1[CH2:13][CH:12]([NH:14][C:15]2[N:20]=[C:19]([C:21]3[C:29]4[C:24](=[CH:25][CH:26]=[CH:27][CH:28]=4)[NH:23][CH:22]=3)[C:18]([Cl:30])=[CH:17][N:16]=2)[CH2:11][CH:10]([C:31]([OH:33])=[O:32])[CH2:9]1)=[O:7])([CH3:4])([CH3:3])[CH3:2].C(Cl)(=O)O[CH:36]([CH3:38])[CH3:37].C1C[O:44][CH2:43]C1. (2) Given the product [CH3:23][C:24]1([CH3:32])[O:31][C:29](=[O:30])[C:28](=[CH:15][C:14]2[CH:17]=[CH:18][C:11]([S:10][CH2:9][C:8]3[CH:19]=[CH:20][CH:21]=[CH:22][C:7]=3[CH3:6])=[CH:12][CH:13]=2)[C:26](=[O:27])[O:25]1, predict the reactants needed to synthesize it. The reactants are: N1CCCC1.[CH3:6][C:7]1[CH:22]=[CH:21][CH:20]=[CH:19][C:8]=1[CH2:9][S:10][C:11]1[CH:18]=[CH:17][C:14]([CH:15]=O)=[CH:13][CH:12]=1.[CH3:23][C:24]1([CH3:32])[O:31][C:29](=[O:30])[CH2:28][C:26](=[O:27])[O:25]1.C1(C)C=CC(S(O)(=O)=O)=CC=1. (3) Given the product [CH2:10]([O:12][C:13]([C:15]1[CH:16]=[N:17][N:18]([C:20]2[N:29]([CH2:57][O:58][CH2:59][CH2:60][Si:61]([CH3:64])([CH3:63])[CH3:62])[C:28](=[O:30])[C:27]3[C:22](=[CH:23][CH:24]=[C:25]([N+:31]([O-:33])=[O:32])[CH:26]=3)[N:21]=2)[CH:19]=1)=[O:14])[CH3:11], predict the reactants needed to synthesize it. The reactants are: CCN(C(C)C)C(C)C.[CH2:10]([O:12][C:13]([C:15]1[CH:16]=[N:17][N:18]([C:20]2[NH:29][C:28](=[O:30])[C:27]3[C:22](=[CH:23][CH:24]=[C:25]([N+:31]([O-:33])=[O:32])[CH:26]=3)[N:21]=2)[CH:19]=1)=[O:14])[CH3:11].[N+](C1C=C2C(=CC=1)N=C(N1C=C(C(O)=O)C=N1)NC2=O)([O-])=O.Cl[CH2:57][O:58][CH2:59][CH2:60][Si:61]([CH3:64])([CH3:63])[CH3:62]. (4) Given the product [Cl:1][C:2]1[CH:3]=[CH:4][C:5]([CH2:6][NH:7][C:8]([C:10]2[C:11](=[O:23])[C:12]3[S:19][C:18]([CH2:20][N:27]([CH2:28][CH:29]([OH:30])[C:31]4[CH:32]=[N+:33]([O-:37])[CH:34]=[CH:35][CH:36]=4)[CH3:26])=[C:17]([CH3:22])[C:13]=3[N:14]([CH3:16])[CH:15]=2)=[O:9])=[CH:24][CH:25]=1, predict the reactants needed to synthesize it. The reactants are: [Cl:1][C:2]1[CH:25]=[CH:24][C:5]([CH2:6][NH:7][C:8]([C:10]2[C:11](=[O:23])[C:12]3[S:19][C:18]([CH2:20]Cl)=[C:17]([CH3:22])[C:13]=3[N:14]([CH3:16])[CH:15]=2)=[O:9])=[CH:4][CH:3]=1.[CH3:26][NH:27][CH2:28][CH:29]([C:31]1[CH:32]=[N+:33]([O-:37])[CH:34]=[CH:35][CH:36]=1)[OH:30].C(N(C(C)C)CC)(C)C. (5) Given the product [CH3:11][C@@H:9]1[CH2:8][C:7]2[C:2]([C:17]3[CH:18]=[CH:19][N:14]=[CH:15][CH:16]=3)=[C:3]([CH3:13])[CH:4]=[C:5]([NH2:12])[C:6]=2[O:10]1, predict the reactants needed to synthesize it. The reactants are: Br[C:2]1[C:7]2[CH2:8][C@@H:9]([CH3:11])[O:10][C:6]=2[C:5]([NH2:12])=[CH:4][C:3]=1[CH3:13].[N:14]1[CH:19]=[CH:18][C:17](B(O)O)=[CH:16][CH:15]=1.C([O-])([O-])=O.[Cs+].[Cs+].O.